This data is from Reaction yield outcomes from USPTO patents with 853,638 reactions. The task is: Predict the reaction yield, written as a fraction of the theoretical maximum amount of product (1.0 means a 100% yield; for example, 0.34 means a 34% yield). (1) The reactants are [N+:1]([O-:4])(O)=[O:2].S(=O)(=O)(O)O.[Cl:10][C:11]1[C:20]2[C:15](=[CH:16][C:17]([Cl:21])=[CH:18][CH:19]=2)[N:14]=[CH:13][CH:12]=1. No catalyst specified. The product is [Cl:10][C:11]1[C:20]2[C:15](=[C:16]([N+:1]([O-:4])=[O:2])[C:17]([Cl:21])=[CH:18][CH:19]=2)[N:14]=[CH:13][CH:12]=1. The yield is 0.940. (2) The reactants are CS(O[CH2:6][CH:7]([N:9]1[C:17]2[C:12](=[C:13]([C:20]([F:23])([F:22])[F:21])[C:14]([C:18]#[N:19])=[CH:15][CH:16]=2)[CH:11]=[C:10]1[CH3:24])[CH3:8])(=O)=O.[CH3:25][S-:26].[Na+]. The catalyst is CN(C=O)C.O. The product is [CH3:24][C:10]1[N:9]([CH:7]([CH3:8])[CH2:6][S:26][CH3:25])[C:17]2[C:12]([CH:11]=1)=[C:13]([C:20]([F:21])([F:23])[F:22])[C:14]([C:18]#[N:19])=[CH:15][CH:16]=2. The yield is 0.710. (3) The reactants are [Br:1][C:2]1[CH:3]=[C:4]([N:11]2[CH2:16][CH2:15][O:14][CH2:13][CH2:12]2)[CH:5]=[N:6][C:7]=1[N+:8]([O-])=O.[NH4+].[Cl-]. The catalyst is CO.[Zn]. The product is [Br:1][C:2]1[C:7]([NH2:8])=[N:6][CH:5]=[C:4]([N:11]2[CH2:12][CH2:13][O:14][CH2:15][CH2:16]2)[CH:3]=1. The yield is 0.522. (4) The reactants are Cl.[F:2][C:3]1[CH:4]=[C:5]2[C:10](=[C:11]([N:13]3[CH2:18][CH2:17][N:16]([CH3:19])[CH2:15][CH2:14]3)[CH:12]=1)[O:9][C:8]([C:20](O)=[O:21])=[CH:7][C:6]2=[O:23].ON1C2C=CC=CC=2N=N1.C(N(CC)CC)C.[Cl:41][C:42]1[CH:43]=[C:44]([NH2:54])[CH:45]=[CH:46][C:47]=1[N:48]1[CH2:53][CH2:52][O:51][CH2:50][CH2:49]1. The catalyst is CN(C)C1C=CN=CC=1.CN(C)C=O.O. The product is [Cl:41][C:42]1[CH:43]=[C:44]([NH:54][C:20]([C:8]2[O:9][C:10]3[C:5]([C:6](=[O:23])[CH:7]=2)=[CH:4][C:3]([F:2])=[CH:12][C:11]=3[N:13]2[CH2:14][CH2:15][N:16]([CH3:19])[CH2:17][CH2:18]2)=[O:21])[CH:45]=[CH:46][C:47]=1[N:48]1[CH2:49][CH2:50][O:51][CH2:52][CH2:53]1. The yield is 1.00. (5) The reactants are [CH3:1][O:2][C:3]1[CH:4]=[C:5]2[C:10](=[CH:11][C:12]=1[O:13][CH3:14])[N:9]=[CH:8][CH:7]=[C:6]2[O:15][C:16]1[C:22]([CH3:23])=[CH:21][C:19]([NH2:20])=[C:18]([CH3:24])[CH:17]=1.Cl[C:26](Cl)([O:28][C:29](=[O:35])OC(Cl)(Cl)Cl)Cl.[N:37]1([CH2:43]CO)[CH2:42][CH2:41][CH2:40][CH2:39][CH2:38]1.C(=O)(O)[O-].[Na+]. The catalyst is C(Cl)Cl.C(N(CC)CC)C.C1(C)C=CC=CC=1. The product is [CH3:1][O:2][C:3]1[CH:4]=[C:5]2[C:10](=[CH:11][C:12]=1[O:13][CH3:14])[N:9]=[CH:8][CH:7]=[C:6]2[O:15][C:16]1[C:22]([CH3:23])=[CH:21][C:19]([NH:20][C:29](=[O:35])[O:28][CH2:26][CH2:43][N:37]2[CH2:42][CH2:41][CH2:40][CH2:39][CH2:38]2)=[C:18]([CH3:24])[CH:17]=1. The yield is 0.510. (6) The reactants are Cl[C:2]([F:7])([F:6])C([O-])=O.[Na+].[OH:9][C:10]1[CH:17]=[CH:16][C:13]([CH:14]=[O:15])=[CH:12][C:11]=1[CH3:18].C(=O)([O-])[O-].[K+].[K+]. The catalyst is CN(C=O)C.O. The product is [F:7][CH:2]([F:6])[O:9][C:10]1[CH:17]=[CH:16][C:13]([CH:14]=[O:15])=[CH:12][C:11]=1[CH3:18]. The yield is 0.630. (7) The reactants are [Cl:1][C:2]1[CH:3]=[C:4]([C:9]2([CH3:24])[CH:18]([C:19]([O:21][CH3:22])=[O:20])[CH:17](O)[C:16]3[C:11](=[CH:12][CH:13]=[CH:14][CH:15]=3)[O:10]2)[CH:5]=[CH:6][C:7]=1[Cl:8].C(N(CC)CC)C.CS(Cl)(=O)=O.N12CCCN=C1CCCCC2. The catalyst is ClCCl.C(OCC)(=O)C. The product is [Cl:1][C:2]1[CH:3]=[C:4]([C:9]2([CH3:24])[C:18]([C:19]([O:21][CH3:22])=[O:20])=[CH:17][C:16]3[C:11](=[CH:12][CH:13]=[CH:14][CH:15]=3)[O:10]2)[CH:5]=[CH:6][C:7]=1[Cl:8]. The yield is 0.460. (8) The reactants are C(OC([N:8]1[CH2:12][CH2:11][C@@H:10]([O:13]C(=O)C[Cl:16])[C@H:9]1[CH2:18][N:19]1[C:27]2[CH:26]=[CH:25][C:24]([C:28]#[N:29])=[CH:23][C:22]=2[C:21]2[CH2:30][C@H:31]([NH:33][C:34]([O:36][CH:37]([CH3:39])[CH3:38])=[O:35])[CH2:32][C:20]1=2)=O)(C)(C)C.[Li+].[OH-]. The catalyst is CO.C(OCC)(=O)C. The product is [ClH:16].[CH:37]([O:36][C:34](=[O:35])[NH:33][C@@H:31]1[CH2:32][C:20]2[N:19]([CH2:18][C@@H:9]3[C@H:10]([OH:13])[CH2:11][CH2:12][NH:8]3)[C:27]3[CH:26]=[CH:25][C:24]([C:28]#[N:29])=[CH:23][C:22]=3[C:21]=2[CH2:30]1)([CH3:39])[CH3:38]. The yield is 0.920. (9) The reactants are C(OC1C=CC([CH:15]([N:32]2[CH:36]=[N:35][CH:34]=[N:33]2)[C:16]([C:24]2[CH:29]=[CH:28][C:27]([F:30])=[CH:26][C:25]=2[F:31])([OH:23])[CH2:17][N:18]2[CH:22]=[N:21][CH:20]=[N:19]2)=CC=1)C1C=CC=CC=1.[CH3:37][OH:38]. The catalyst is C(OCC)(=O)C.CCCCCC. The product is [OH:38][C:37]1[CH:26]=[CH:25][C:24]([C:34]2[N:35]=[CH:36][N:32]([CH2:15][C:16]([C:24]3[CH:29]=[CH:28][C:27]([F:30])=[CH:26][C:25]=3[F:31])([OH:23])[CH2:17][N:18]3[CH:22]=[N:21][CH:20]=[N:19]3)[N:33]=2)=[CH:16][CH:15]=1. The yield is 0.970. (10) The product is [Br:1][C:2]1[CH:3]=[C:4]([CH2:8][C:9]([O:11][CH3:17])=[O:10])[CH:5]=[CH:6][CH:7]=1. The yield is 1.00. No catalyst specified. The reactants are [Br:1][C:2]1[CH:3]=[C:4]([CH2:8][C:9]([OH:11])=[O:10])[CH:5]=[CH:6][CH:7]=1.S(=O)(=O)(O)O.[CH3:17]O.